This data is from Reaction yield outcomes from USPTO patents with 853,638 reactions. The task is: Predict the reaction yield, written as a fraction of the theoretical maximum amount of product (1.0 means a 100% yield; for example, 0.34 means a 34% yield). (1) The reactants are [NH:1]1[C:9]2[C:4](=[CH:5][C:6]([O:10][C:11]3[C:20]4[C:15](=[CH:16][C:17]([O:23][CH3:24])=[C:18]([O:21][CH3:22])[CH:19]=4)[N:14]=[CH:13][CH:12]=3)=[CH:7][CH:8]=2)[CH:3]=[CH:2]1.[C:25]1([N:31]=[C:32]=[O:33])[CH:30]=[CH:29][CH:28]=[CH:27][CH:26]=1. The catalyst is C(OCC)C. The product is [C:25]1([NH:31][C:32]([N:1]2[C:9]3[C:4](=[CH:5][C:6]([O:10][C:11]4[C:20]5[C:15](=[CH:16][C:17]([O:23][CH3:24])=[C:18]([O:21][CH3:22])[CH:19]=5)[N:14]=[CH:13][CH:12]=4)=[CH:7][CH:8]=3)[CH:3]=[CH:2]2)=[O:33])[CH:30]=[CH:29][CH:28]=[CH:27][CH:26]=1. The yield is 0.321. (2) The reactants are [I:1][C:2]1[CH:9]=[CH:8][C:5]([CH2:6]Br)=[CH:4][CH:3]=1.[C:10]1(=[O:20])[NH:14][C:13](=[O:15])[C:12]2=[CH:16][CH:17]=[CH:18][CH:19]=[C:11]12.C(=O)([O-])[O-].[Cs+].[Cs+]. The catalyst is CN(C=O)C. The product is [I:1][C:2]1[CH:9]=[CH:8][C:5]([CH2:6][N:14]2[C:10](=[O:20])[C:11]3[C:12](=[CH:16][CH:17]=[CH:18][CH:19]=3)[C:13]2=[O:15])=[CH:4][CH:3]=1. The yield is 0.860.